This data is from Full USPTO retrosynthesis dataset with 1.9M reactions from patents (1976-2016). The task is: Predict the reactants needed to synthesize the given product. (1) The reactants are: [CH3:1][C:2]([CH3:6])=[CH:3][CH:4]=O.[CH3:7][O:8][CH2:9][CH2:10][NH2:11].[C:12]1(=[O:23])[O:18][C:16](=O)[C:15]2=[CH:19][CH:20]=[CH:21][CH:22]=[C:14]2[CH2:13]1.[CH3:24][O:25][C:26]1[CH:27]=[C:28]([CH:30]=[CH:31][CH:32]=1)[NH2:29]. Given the product [CH3:7][O:8][CH2:9][CH2:10][N:11]1[CH:4]([CH:3]=[C:2]([CH3:6])[CH3:1])[CH:13]([C:12]([NH:29][C:28]2[CH:30]=[CH:31][CH:32]=[C:26]([O:25][CH3:24])[CH:27]=2)=[O:23])[C:14]2[C:15](=[CH:19][CH:20]=[CH:21][CH:22]=2)[C:16]1=[O:18], predict the reactants needed to synthesize it. (2) Given the product [CH3:1][C:2]1([CH2:9][CH2:10][C:11](=[O:14])[CH2:12][CH3:13])[C:6](=[O:7])[CH2:5][CH2:4][C:3]1=[O:8], predict the reactants needed to synthesize it. The reactants are: [CH3:1][CH:2]1[C:6](=[O:7])[CH2:5][CH2:4][C:3]1=[O:8].[CH2:9]=[CH:10][C:11](=[O:14])[CH2:12][CH3:13].N12CCN(CC1)CC2.Cl.